This data is from Full USPTO retrosynthesis dataset with 1.9M reactions from patents (1976-2016). The task is: Predict the reactants needed to synthesize the given product. (1) Given the product [C:1]1([C:7]2[CH2:12][CH2:13][CH2:14][CH2:15][C:16]=2[C:11]([O:10][CH2:8][CH3:9])=[O:21])[CH:6]=[CH:5][CH:4]=[CH:3][CH:2]=1, predict the reactants needed to synthesize it. The reactants are: [C:1]1([CH3:7])[CH:6]=[CH:5][CH:4]=[CH:3][CH:2]=1.[CH2:8]([OH:10])[CH3:9].[C:11]1(B(O)O)[CH:16]=[CH:15][CH:14]=[CH:13][CH:12]=1.C(=O)([O-])[O-:21].[Na+].[Na+]. (2) Given the product [C:1]([O:5][C:6](=[O:19])[NH:7][CH2:8][CH2:9][CH2:10][CH2:11][CH2:12][C:13](=[O:14])[CH3:20])([CH3:2])([CH3:3])[CH3:4], predict the reactants needed to synthesize it. The reactants are: [C:1]([O:5][C:6](=[O:19])[NH:7][CH2:8][CH2:9][CH2:10][CH2:11][CH2:12][C:13](N(OC)C)=[O:14])([CH3:4])([CH3:3])[CH3:2].[CH3:20][Mg]Br.